This data is from Reaction yield outcomes from USPTO patents with 853,638 reactions. The task is: Predict the reaction yield, written as a fraction of the theoretical maximum amount of product (1.0 means a 100% yield; for example, 0.34 means a 34% yield). (1) The reactants are N12CCCN=C1CCCC[CH2:2]2.[O:12]=[C:13]([CH3:21])[CH2:14][CH2:15][CH2:16][CH2:17][C:18]([OH:20])=[O:19].IC. The catalyst is CC(C)=O. The product is [O:12]=[C:13]([CH3:21])[CH2:14][CH2:15][CH2:16][CH2:17][C:18]([O:20][CH3:2])=[O:19]. The yield is 0.950. (2) The reactants are [Cl:1][C:2]1[CH:18]=[CH:17][CH:16]=[C:15]([N+:19]([O-:21])=[O:20])[C:3]=1[C:4]([NH:6][C:7]1[CH:12]=[CH:11][N:10]=[C:9]([Cl:13])[C:8]=1[F:14])=O.S(Cl)([Cl:24])=O. No catalyst specified. The product is [Cl:1][C:2]1[CH:18]=[CH:17][CH:16]=[C:15]([N+:19]([O-:21])=[O:20])[C:3]=1[C:4]([Cl:24])=[N:6][C:7]1[CH:12]=[CH:11][N:10]=[C:9]([Cl:13])[C:8]=1[F:14]. The yield is 0.870. (3) The reactants are [O:1]1[C:6]2[CH:7]=[CH:8][C:9]([C:11]([OH:13])=O)=[CH:10][C:5]=2[O:4][CH2:3][CH2:2]1.[CH3:14][O:15][C:16]1[CH:25]=[C:24]2[C:19]([N:20]=[CH:21][C:22]([S:26][CH2:27][CH2:28][N:29]3[CH2:34][CH2:33][CH:32]([NH2:35])[CH2:31][CH2:30]3)=[N:23]2)=[CH:18][CH:17]=1. No catalyst specified. The product is [CH3:14][O:15][C:16]1[CH:25]=[C:24]2[C:19]([N:20]=[CH:21][C:22]([S:26][CH2:27][CH2:28][N:29]3[CH2:30][CH2:31][CH:32]([NH:35][C:11]([C:9]4[CH:8]=[CH:7][C:6]5[O:1][CH2:2][CH2:3][O:4][C:5]=5[CH:10]=4)=[O:13])[CH2:33][CH2:34]3)=[N:23]2)=[CH:18][CH:17]=1. The yield is 0.560.